This data is from Forward reaction prediction with 1.9M reactions from USPTO patents (1976-2016). The task is: Predict the product of the given reaction. (1) The product is: [CH3:1][O:2][C:3]1[CH:36]=[C:35]([O:37][CH3:38])[CH:34]=[CH:33][C:4]=1[CH2:5][N:6]1[C:11]2[C:12]3[C:20]([O:21][CH2:22][CH2:23][C:10]=2[C:9]([OH:27])=[C:8]([C:28]([OH:30])=[O:29])[C:7]1=[O:32])=[CH:19][C:18]1[N:17]([CH3:24])[C:16]([CH2:25][OH:26])=[CH:15][C:14]=1[CH:13]=3. Given the reactants [CH3:1][O:2][C:3]1[CH:36]=[C:35]([O:37][CH3:38])[CH:34]=[CH:33][C:4]=1[CH2:5][N:6]1[C:11]2[C:12]3[C:20]([O:21][CH2:22][CH2:23][C:10]=2[C:9]([OH:27])=[C:8]([C:28]([O:30]C)=[O:29])[C:7]1=[O:32])=[CH:19][C:18]1[N:17]([CH3:24])[C:16]([CH2:25][OH:26])=[CH:15][C:14]=1[CH:13]=3.[Li+].[I-].Cl, predict the reaction product. (2) Given the reactants [Cl:1][C:2]1[C:3](=[O:29])[N:4]([CH2:19][C:20]2[CH:28]=[CH:27][C:23]([C:24](O)=[O:25])=[CH:22][CH:21]=2)[C:5]([CH3:18])=[CH:6][C:7]=1[O:8][CH2:9][C:10]1[CH:15]=[CH:14][C:13]([F:16])=[CH:12][C:11]=1[F:17].ON1C2C=CC=CC=2N=N1.CN1CCOCC1.Cl.[NH2:48][CH2:49][C:50]([CH3:53])([OH:52])[CH3:51].Cl.CN(C)CCCN=C=NCC, predict the reaction product. The product is: [Cl:1][C:2]1[C:3](=[O:29])[N:4]([CH2:19][C:20]2[CH:28]=[CH:27][C:23]([C:24]([NH:48][CH2:49][C:50]([OH:52])([CH3:53])[CH3:51])=[O:25])=[CH:22][CH:21]=2)[C:5]([CH3:18])=[CH:6][C:7]=1[O:8][CH2:9][C:10]1[CH:15]=[CH:14][C:13]([F:16])=[CH:12][C:11]=1[F:17]. (3) Given the reactants Br[CH2:2][C:3]1[CH:10]=[CH:9][C:6]([C:7]#[N:8])=[CH:5][C:4]=1[F:11].NC(N)=[S:14], predict the reaction product. The product is: [F:11][C:4]1[CH:5]=[C:6]([CH:9]=[CH:10][C:3]=1[CH2:2][SH:14])[C:7]#[N:8].